From a dataset of Catalyst prediction with 721,799 reactions and 888 catalyst types from USPTO. Predict which catalyst facilitates the given reaction. (1) Reactant: Br[CH2:2][C:3]1[CH:7]=[C:6]([Cl:8])[S:5][C:4]=1[Cl:9].C(=O)([O-])[O-].[K+].[K+].[C:16]([OH:19])(=[S:18])[CH3:17]. Product: [Cl:9][C:4]1[S:5][C:6]([Cl:8])=[CH:7][C:3]=1[CH2:2][S:18][C:16](=[O:19])[CH3:17]. The catalyst class is: 21. (2) Reactant: C(OC(=O)[NH:7][CH:8]([C:12](=[O:25])[NH:13][CH2:14][CH2:15][C:16]1[CH:24]=[CH:23][C:19]2[O:20][CH2:21][O:22][C:18]=2[CH:17]=1)[CH:9]([CH3:11])[CH3:10])(C)(C)C.C(Cl)Cl. Product: [NH2:7][C@H:8]([CH:9]([CH3:11])[CH3:10])[C:12]([NH:13][CH2:14][CH2:15][C:16]1[CH:24]=[CH:23][C:19]2[O:20][CH2:21][O:22][C:18]=2[CH:17]=1)=[O:25]. The catalyst class is: 67. (3) Reactant: Br[C:2]1[C:7]2[N:8]3[CH2:15][CH2:14][CH2:13][CH2:12][N:11]([C:16]4[CH:21]=[CH:20][C:19]([Cl:22])=[CH:18][C:17]=4[Cl:23])[C:9]3=[N:10][C:6]=2[CH:5]=[CH:4][CH:3]=1.C([Li])CCC.[CH:29](=[O:32])[CH2:30][CH3:31]. The catalyst class is: 627. Product: [Cl:23][C:17]1[CH:18]=[C:19]([Cl:22])[CH:20]=[CH:21][C:16]=1[N:11]1[C:9]2=[N:10][C:6]3[CH:5]=[CH:4][CH:3]=[C:2]([CH:29]([OH:32])[CH2:30][CH3:31])[C:7]=3[N:8]2[CH2:15][CH2:14][CH2:13][CH2:12]1. (4) Reactant: [C:1]([O:5][C:6]([N:8]([CH2:20][C:21]1[CH:22]=[C:23]([O:28][CH3:29])[CH:24]=[CH:25][C:26]=1Br)[CH2:9][C:10]1[CH:15]=[CH:14][C:13]([C:16]([F:19])([F:18])[F:17])=[CH:12][CH:11]=1)=[O:7])([CH3:4])([CH3:3])[CH3:2].[C:30]([O:34][CH3:35])(=[O:33])[CH:31]=[CH2:32].C1(C)C=CC=CC=1P(C1C=CC=CC=1C)C1C=CC=CC=1C.C(N(C(C)C)CC)(C)C. Product: [C:1]([O:5][C:6]([N:8]([CH2:20][C:21]1[CH:22]=[C:23]([O:28][CH3:29])[CH:24]=[CH:25][C:26]=1[CH:32]=[CH:31][C:30]([O:34][CH3:35])=[O:33])[CH2:9][C:10]1[CH:15]=[CH:14][C:13]([C:16]([F:19])([F:18])[F:17])=[CH:12][CH:11]=1)=[O:7])([CH3:4])([CH3:3])[CH3:2]. The catalyst class is: 524. (5) Product: [Cl:25][CH2:26][C:27]([NH:1][C:2]1[CH:3]=[C:4]2[C:9](=[CH:10][CH:11]=1)[N:8]=[CH:7][N:6]=[C:5]2[NH:12][C:13]1[CH:17]=[C:16]([C:18]([CH3:21])([CH3:19])[CH3:20])[Se:15][C:14]=1[C:22]([NH2:24])=[O:23])=[O:28]. Reactant: [NH2:1][C:2]1[CH:3]=[C:4]2[C:9](=[CH:10][CH:11]=1)[N:8]=[CH:7][N:6]=[C:5]2[NH:12][C:13]1[CH:17]=[C:16]([C:18]([CH3:21])([CH3:20])[CH3:19])[Se:15][C:14]=1[C:22]([NH2:24])=[O:23].[Cl:25][CH2:26][C:27](Cl)=[O:28]. The catalyst class is: 1.